This data is from Full USPTO retrosynthesis dataset with 1.9M reactions from patents (1976-2016). The task is: Predict the reactants needed to synthesize the given product. (1) Given the product [Cl:21][C:22]1[CH:27]=[CH:26][CH:25]=[C:24]([Cl:28])[C:23]=1[O:1][C:2]1[CH:7]=[CH:6][C:5]2[C:8]3([CH2:19][O:20][C:4]=2[CH:3]=1)[CH2:9][CH2:10][N:11]([CH2:14][CH2:15][C:16]([O:18][C:5]([CH3:8])([CH3:6])[CH3:4])=[O:17])[CH2:12][CH2:13]3, predict the reactants needed to synthesize it. The reactants are: [OH:1][C:2]1[CH:7]=[CH:6][C:5]2[C:8]3([CH2:19][O:20][C:4]=2[CH:3]=1)[CH2:13][CH2:12][N:11]([CH2:14][CH2:15][C:16]([O-:18])=[O:17])[CH2:10][CH2:9]3.[Cl:21][C:22]1[CH:27]=[CH:26][CH:25]=[C:24]([Cl:28])[C:23]=1F.C([O-])([O-])=O.[K+].[K+]. (2) Given the product [ClH:32].[F:22][C:23]1[CH:28]=[CH:27][C:26]([CH2:29][CH2:30][NH:31][C:2]2[CH:3]=[N:4][CH:5]=[CH:6][C:7]=2[C:8]2[N:13]=[C:12]([N:14]3[CH2:19][CH2:18][O:17][CH2:16][CH2:15]3)[N:11]([CH3:20])[C:10](=[O:21])[CH:9]=2)=[CH:25][CH:24]=1, predict the reactants needed to synthesize it. The reactants are: F[C:2]1[CH:3]=[N:4][CH:5]=[CH:6][C:7]=1[C:8]1[N:13]=[C:12]([N:14]2[CH2:19][CH2:18][O:17][CH2:16][CH2:15]2)[N:11]([CH3:20])[C:10](=[O:21])[CH:9]=1.[F:22][C:23]1[CH:28]=[CH:27][C:26]([CH2:29][CH2:30][NH2:31])=[CH:25][CH:24]=1.[ClH:32]. (3) Given the product [NH2:25][C:13]1[C:14]2[N:15]([N:17]=[C:18]([C:20]3[O:21][CH:22]=[CH:23][CH:24]=3)[N:19]=2)[CH:16]=[C:11]([C:7]2[CH:6]=[C:5]([CH:10]=[CH:9][CH:8]=2)[C:4]([OH:26])=[O:3])[N:12]=1, predict the reactants needed to synthesize it. The reactants are: C([O:3][C:4](=[O:26])[C:5]1[CH:10]=[CH:9][CH:8]=[C:7]([C:11]2[N:12]=[C:13]([NH2:25])[C:14]3[N:15]([N:17]=[C:18]([C:20]4[O:21][CH:22]=[CH:23][CH:24]=4)[N:19]=3)[CH:16]=2)[CH:6]=1)C.[Li+].[OH-]. (4) Given the product [CH3:1][O:2][C:3]1[CH:8]=[CH:7][C:6]([O:9][CH3:10])=[CH:5][C:4]=1[CH2:11][C:12]([O:14][CH3:20])=[O:13], predict the reactants needed to synthesize it. The reactants are: [CH3:1][O:2][C:3]1[CH:8]=[CH:7][C:6]([O:9][CH3:10])=[CH:5][C:4]=1[CH2:11][C:12]([OH:14])=[O:13].S(=O)(=O)(O)O.[CH3:20]O. (5) Given the product [C:1](=[N:14][C:15]1[CH:24]=[C:23]([C:45]2[CH:46]=[CH:47][C:42]([F:41])=[CH:43][CH:44]=2)[C:22]2[C:17](=[CH:18][C:19]([S:26][C:27]3[CH:28]=[C:29]([C:33]4([C:39]#[N:40])[CH2:38][CH2:37][O:36][CH2:35][CH2:34]4)[CH:30]=[CH:31][CH:32]=3)=[CH:20][CH:21]=2)[N:16]=1)([C:8]1[CH:13]=[CH:12][CH:11]=[CH:10][CH:9]=1)[C:2]1[CH:7]=[CH:6][CH:5]=[CH:4][CH:3]=1, predict the reactants needed to synthesize it. The reactants are: [C:1](=[N:14][C:15]1[CH:24]=[C:23](Cl)[C:22]2[C:17](=[CH:18][C:19]([S:26][C:27]3[CH:28]=[C:29]([C:33]4([C:39]#[N:40])[CH2:38][CH2:37][O:36][CH2:35][CH2:34]4)[CH:30]=[CH:31][CH:32]=3)=[CH:20][CH:21]=2)[N:16]=1)([C:8]1[CH:13]=[CH:12][CH:11]=[CH:10][CH:9]=1)[C:2]1[CH:7]=[CH:6][CH:5]=[CH:4][CH:3]=1.[F:41][C:42]1[CH:47]=[CH:46][C:45](B(O)O)=[CH:44][CH:43]=1.C(=O)([O-])[O-].[K+].[K+]. (6) Given the product [F:36][C:33]([F:34])([F:35])[C:31]1[CH:30]=[C:5]([CH:4]=[C:3]([C:2]([F:1])([F:37])[F:38])[CH:32]=1)[CH2:6][N:7]([CH3:29])[C:8]([C:10]1[C:11]([C:22]2[CH:27]=[CH:26][CH:25]=[CH:24][C:23]=2[CH3:28])=[CH:12][C:13]([C:16]2[CH2:17][CH2:18][N:19]([CH2:40][CH:41]3[CH2:43][CH2:42]3)[CH2:20][CH:21]=2)=[N:14][CH:15]=1)=[O:9], predict the reactants needed to synthesize it. The reactants are: [F:1][C:2]([F:38])([F:37])[C:3]1[CH:4]=[C:5]([CH:30]=[C:31]([C:33]([F:36])([F:35])[F:34])[CH:32]=1)[CH2:6][N:7]([CH3:29])[C:8]([C:10]1[C:11]([C:22]2[CH:27]=[CH:26][CH:25]=[CH:24][C:23]=2[CH3:28])=[CH:12][C:13]([C:16]2[CH2:17][CH2:18][NH:19][CH2:20][CH:21]=2)=[N:14][CH:15]=1)=[O:9].Br[CH2:40][CH:41]1[CH2:43][CH2:42]1.C(=O)([O-])[O-].[K+].[K+]. (7) Given the product [NH2:1][C:2]1[N:7]=[CH:6][N:5]=[C:4]2[N:8]([CH:12]([C:14]3[CH:19]=[N:18][N:17]([CH2:20][C:21]4[CH:26]=[CH:25][CH:24]=[CH:23][CH:22]=4)[C:16](=[O:27])[C:15]=3[CH:28]3[CH2:32][CH2:31][CH2:30][CH2:29]3)[CH3:13])[N:9]=[C:10]([C:39]3[CH:44]=[N:43][CH:42]=[C:41]([OH:45])[CH:40]=3)[C:3]=12, predict the reactants needed to synthesize it. The reactants are: [NH2:1][C:2]1[N:7]=[CH:6][N:5]=[C:4]2[N:8]([CH:12]([C:14]3[CH:19]=[N:18][N:17]([CH2:20][C:21]4[CH:26]=[CH:25][CH:24]=[CH:23][CH:22]=4)[C:16](=[O:27])[C:15]=3[CH:28]3[CH2:32][CH2:31][CH2:30][CH2:29]3)[CH3:13])[N:9]=[C:10](I)[C:3]=12.CC1(C)OB([C:39]2[CH:40]=[C:41]([OH:45])[CH:42]=[N:43][CH:44]=2)OC1(C)C.C(O)C.C(=O)([O-])[O-].[Na+].[Na+].